Dataset: Reaction yield outcomes from USPTO patents with 853,638 reactions. Task: Predict the reaction yield, written as a fraction of the theoretical maximum amount of product (1.0 means a 100% yield; for example, 0.34 means a 34% yield). (1) The reactants are Br[C:2]1[CH:10]=[CH:9][C:5]([C:6]([NH2:8])=[O:7])=[C:4]([CH3:11])[CH:3]=1.[CH3:12][C:13]1([CH3:29])[C:17]([CH3:19])([CH3:18])[O:16][B:15]([B:15]2[O:16][C:17]([CH3:19])([CH3:18])[C:13]([CH3:29])([CH3:12])[O:14]2)[O:14]1.CC([O-])=O.[K+]. The catalyst is O1CCOCC1.C1C=CC(P(C2C=CC=CC=2)[C-]2C=CC=C2)=CC=1.C1C=CC(P(C2C=CC=CC=2)[C-]2C=CC=C2)=CC=1.Cl[Pd]Cl.[Fe+2]. The product is [CH3:11][C:4]1[CH:3]=[C:2]([B:15]2[O:16][C:17]([CH3:19])([CH3:18])[C:13]([CH3:29])([CH3:12])[O:14]2)[CH:10]=[CH:9][C:5]=1[C:6]([NH2:8])=[O:7]. The yield is 0.600. (2) The reactants are [CH3:1][O:2][C@@H:3]1[C@H:8]([O:9][CH3:10])[C@@H:7]([O:11][CH3:12])[C@H:6]([CH3:13])[O:5][C@H:4]1[O:14][NH2:15].CCN(C(C)C)C(C)C.Cl[CH:26]([C:31]([O-])=[O:32])[C:27]([O:29][CH3:30])=[O:28]. The catalyst is ClCCl. The product is [CH3:30][O:29][C:27](=[O:28])[CH2:26][C:31]([NH:15][O:14][C@H:4]1[C@H:3]([O:2][CH3:1])[C@H:8]([O:9][CH3:10])[C@@H:7]([O:11][CH3:12])[C@H:6]([CH3:13])[O:5]1)=[O:32]. The yield is 0.580. (3) The reactants are C[Mg]Br.O1CCC[CH2:5]1.[O:9]=[C:10]1[CH2:13][N:12]([C:14]([O:16][C:17]([CH3:20])([CH3:19])[CH3:18])=[O:15])[CH2:11]1.[Cl-].[NH4+]. The catalyst is O1CCCC1. The product is [OH:9][C:10]1([CH3:5])[CH2:13][N:12]([C:14]([O:16][C:17]([CH3:20])([CH3:19])[CH3:18])=[O:15])[CH2:11]1. The yield is 0.410. (4) The product is [CH3:34][C:2]1([CH3:1])[CH2:9][CH2:8][CH2:7][CH2:6][CH2:5][C:4]([CH3:11])([CH3:12])[P:3]1[C:13]1[CH:18]=[CH:17][CH:16]=[CH:15][C:14]=1[C:19]1[C:20]([CH:31]([CH3:32])[CH3:33])=[CH:21][C:22]([CH:28]([CH3:30])[CH3:29])=[CH:23][C:24]=1[CH:25]([CH3:27])[CH3:26]. The reactants are [CH3:1][C:2]1([CH3:34])[CH2:9][C:8](=O)[CH2:7][CH2:6][CH2:5][C:4]([CH3:12])([CH3:11])[P:3]1[C:13]1[CH:18]=[CH:17][CH:16]=[CH:15][C:14]=1[C:19]1[C:24]([CH:25]([CH3:27])[CH3:26])=[CH:23][C:22]([CH:28]([CH3:30])[CH3:29])=[CH:21][C:20]=1[CH:31]([CH3:33])[CH3:32].C(O)COCCO.O.NN.[OH-].[K+]. No catalyst specified. The yield is 0.410. (5) The reactants are [N:1]1([CH2:6][CH2:7][S:8]([CH2:10][C:11]2[CH:16]=[CH:15][C:14]([OH:17])=[CH:13][CH:12]=2)=[O:9])[CH:5]=[CH:4][N:3]=[N:2]1.[H-].[Na+].Cl[CH2:21][C:22]1[C:23]([CH3:38])=[N:24][C:25]([C:28]2[CH:33]=[CH:32][C:31]([C:34]([F:37])([F:36])[F:35])=[CH:30][CH:29]=2)=[CH:26][CH:27]=1.O. The catalyst is CN(C)C=O. The product is [CH3:38][C:23]1[C:22]([CH2:21][O:17][C:14]2[CH:13]=[CH:12][C:11]([CH2:10][S:8]([CH2:7][CH2:6][N:1]3[CH:5]=[CH:4][N:3]=[N:2]3)=[O:9])=[CH:16][CH:15]=2)=[CH:27][CH:26]=[C:25]([C:28]2[CH:33]=[CH:32][C:31]([C:34]([F:36])([F:37])[F:35])=[CH:30][CH:29]=2)[N:24]=1. The yield is 0.520. (6) The yield is 0.480. The reactants are [NH2:1][C:2]1[C:7]([N+:8]([O-:10])=[O:9])=[CH:6][C:5](Br)=[CH:4][N:3]=1.[CH3:12][C:13]([O:16][C:17]([N:19]1[CH2:25][C:24]2[CH:26]=[C:27](B(O)O)[CH:28]=[CH:29][C:23]=2[O:22][CH2:21][CH2:20]1)=[O:18])([CH3:15])[CH3:14].ClCCl.C(N(C(C)C)CC)(C)C. The product is [NH2:1][C:2]1[N:3]=[CH:4][C:5]([C:27]2[CH:28]=[CH:29][C:23]3[O:22][CH2:21][CH2:20][N:19]([C:17]([O:16][C:13]([CH3:14])([CH3:12])[CH3:15])=[O:18])[CH2:25][C:24]=3[CH:26]=2)=[CH:6][C:7]=1[N+:8]([O-:10])=[O:9]. The catalyst is O1CCOCC1. (7) The reactants are [CH:1]([C:3]1[CH:15]=[CH:14][C:6]([C:7]([N:9]([CH2:12][CH3:13])[CH2:10][CH3:11])=[O:8])=[CH:5][CH:4]=1)=O.N1[C:20]2[CH:21]=[CH:22][CH:23]=[CH:24][C:19]=2N=N1.[CH3:25][C@@H:26]1[CH2:31][N:30]([CH2:32][C:33]2[CH:38]=[CH:37][CH:36]=[C:35]([F:39])[CH:34]=2)[C@@H:29]([CH3:40])[CH2:28][NH:27]1.C1([Mg]Br)C=CC=CC=1. The catalyst is C1(C)C=CC(S(O)(=O)=O)=CC=1.C1(C)C=CC=CC=1. The product is [CH3:25][C@H:26]1[CH2:31][N:30]([CH2:32][C:33]2[CH:38]=[CH:37][CH:36]=[C:35]([F:39])[CH:34]=2)[C@H:29]([CH3:40])[CH2:28][N:27]1[C@H:1]([C:3]1[CH:15]=[CH:14][C:6]([C:7]([N:9]([CH2:12][CH3:13])[CH2:10][CH3:11])=[O:8])=[CH:5][CH:4]=1)[C:19]1[CH:24]=[CH:23][CH:22]=[CH:21][CH:20]=1. The yield is 0.400.